This data is from Forward reaction prediction with 1.9M reactions from USPTO patents (1976-2016). The task is: Predict the product of the given reaction. (1) Given the reactants [Cl:1][C:2]1[C:3]([C:18]2[N:22]=[C:21]([C:23]3[N:24]=[C:25]4[C:30]([Cl:31])=[CH:29][C:28](I)=[CH:27][N:26]4[CH:33]=3)[O:20][N:19]=2)=[CH:4][C:5]([F:17])=[C:6]([CH2:8][CH2:9][C:10]([O:12]C(C)(C)C)=[O:11])[CH:7]=1.[CH3:34][S:35]([O-:37])=[O:36].[Na+].N1CCC[C@H]1C(O)=O, predict the reaction product. The product is: [Cl:1][C:2]1[C:3]([C:18]2[N:22]=[C:21]([C:23]3[N:24]=[C:25]4[C:30]([Cl:31])=[CH:29][C:28]([S:35]([CH3:34])(=[O:37])=[O:36])=[CH:27][N:26]4[CH:33]=3)[O:20][N:19]=2)=[CH:4][C:5]([F:17])=[C:6]([CH2:8][CH2:9][C:10]([OH:12])=[O:11])[CH:7]=1. (2) Given the reactants [N+:1]([C:4]1[CH:11]=[CH:10][CH:9]=[CH:8][C:5]=1[CH:6]=O)([O-:3])=[O:2].[Na+].[Br:13][C:14]1[CH:19]=[CH:18][C:17]([CH2:20][C:21]([O-:23])=[O:22])=[CH:16][CH:15]=1.O.CCO, predict the reaction product. The product is: [Br:13][C:14]1[CH:15]=[CH:16][C:17](/[C:20](=[CH:6]\[C:5]2[CH:8]=[CH:9][CH:10]=[CH:11][C:4]=2[N+:1]([O-:3])=[O:2])/[C:21]([OH:23])=[O:22])=[CH:18][CH:19]=1. (3) Given the reactants [CH:1]1([NH:4][C:5](=[O:32])[C:6]2[CH:11]=[C:10]([N:12]3[CH:17]=[CH:16][N:15]=[C:14]([NH:18][C:19]([C:22]4[CH:27]=[CH:26][CH:25]=[CH:24][C:23]=4[OH:28])([CH3:21])[CH3:20])[C:13]3=[O:29])[C:9]([CH3:30])=[C:8]([F:31])[CH:7]=2)[CH2:3][CH2:2]1.[N+](C1C=C(S(O[CH2:46][C@H:47]2[CH2:49][O:48]2)(=O)=O)C=CC=1)([O-])=O, predict the reaction product. The product is: [CH:1]1([NH:4][C:5](=[O:32])[C:6]2[CH:11]=[C:10]([N:12]3[CH:17]=[CH:16][N:15]=[C:14]([NH:18][C:19]([CH3:20])([C:22]4[CH:27]=[CH:26][CH:25]=[CH:24][C:23]=4[O:28][CH2:46][C@H:47]4[CH2:49][O:48]4)[CH3:21])[C:13]3=[O:29])[C:9]([CH3:30])=[C:8]([F:31])[CH:7]=2)[CH2:2][CH2:3]1.